Dataset: Forward reaction prediction with 1.9M reactions from USPTO patents (1976-2016). Task: Predict the product of the given reaction. (1) The product is: [CH2:1]([O:6][C:7]1[CH:8]=[CH:9][C:10]([CH2:11][O:12][NH2:13])=[CH:24][CH:25]=1)[CH2:2][CH2:3][CH2:4][CH3:5]. Given the reactants [CH2:1]([O:6][C:7]1[CH:25]=[CH:24][C:10]([CH2:11][O:12][N:13]2C(=O)C3C(=CC=CC=3)C2=O)=[CH:9][CH:8]=1)[CH2:2][CH2:3][CH2:4][CH3:5].CNN, predict the reaction product. (2) The product is: [Cl:1][C:2]1[CH:7]=[CH:6][N:5]=[C:4]2[N:8]([CH2:15][C:16]3[CH:35]=[CH:34][C:19]4/[C:20](=[C:30](/[CH3:33])\[C:31]#[N:32])/[C:21]5[CH:28]=[CH:27][C:26]([F:29])=[CH:25][C:22]=5[O:23][CH2:24][C:18]=4[CH:17]=3)[C:9]([CH:11]3[CH2:13][CH2:12]3)=[N:10][C:3]=12. Given the reactants [Cl:1][C:2]1[CH:7]=[CH:6][N:5]=[C:4]2[NH:8][C:9]([CH:11]3[CH2:13][CH2:12]3)=[N:10][C:3]=12.Br[CH2:15][C:16]1[CH:35]=[CH:34][C:19]2/[C:20](=[C:30](/[CH3:33])\[C:31]#[N:32])/[C:21]3[CH:28]=[CH:27][C:26]([F:29])=[CH:25][C:22]=3[O:23][CH2:24][C:18]=2[CH:17]=1, predict the reaction product. (3) Given the reactants [CH2:1]([O:8][C:9]1[CH:14]=[CH:13][C:12]([Br:15])=[CH:11][C:10]=1[CH:16]([CH3:22])[CH2:17][C:18]([O:20][CH3:21])=[O:19])[C:2]1[CH:7]=[CH:6][CH:5]=[CH:4][CH:3]=1.C(=O)=O, predict the reaction product. The product is: [CH2:1]([O:8][C:9]1[CH:14]=[CH:13][C:12]([Br:15])=[CH:11][C:10]=1[C@H:16]([CH3:22])[CH2:17][C:18]([O:20][CH3:21])=[O:19])[C:2]1[CH:3]=[CH:4][CH:5]=[CH:6][CH:7]=1. (4) Given the reactants [C:1]([C:3]1[CH:4]=[C:5]([CH:42]=[C:43]([C:45]([F:48])([F:47])[F:46])[CH:44]=1)[CH2:6][N:7]([CH2:23][C:24]1[CH:29]=[C:28]([C:30]([F:33])([F:32])[F:31])[CH:27]=[CH:26][C:25]=1[N:34]([CH2:38][CH:39]1[CH2:41][CH2:40]1)[CH2:35][CH2:36][CH3:37])[C:8]1[N:13]=[CH:12][C:11]([O:14][CH2:15][CH2:16][CH2:17][C:18]([O:20]CC)=[O:19])=[CH:10][N:9]=1)#[N:2].[OH-].[Na+].C(OCC)(=O)C, predict the reaction product. The product is: [C:1]([C:3]1[CH:4]=[C:5]([CH:42]=[C:43]([C:45]([F:48])([F:46])[F:47])[CH:44]=1)[CH2:6][N:7]([CH2:23][C:24]1[CH:29]=[C:28]([C:30]([F:32])([F:33])[F:31])[CH:27]=[CH:26][C:25]=1[N:34]([CH2:38][CH:39]1[CH2:40][CH2:41]1)[CH2:35][CH2:36][CH3:37])[C:8]1[N:9]=[CH:10][C:11]([O:14][CH2:15][CH2:16][CH2:17][C:18]([OH:20])=[O:19])=[CH:12][N:13]=1)#[N:2].